Task: Predict the reaction yield, written as a fraction of the theoretical maximum amount of product (1.0 means a 100% yield; for example, 0.34 means a 34% yield).. Dataset: Reaction yield outcomes from USPTO patents with 853,638 reactions (1) The reactants are [C:1]([O-:4])(=[O:3])[CH3:2].[Na+].[CH2:6]([O:8][C:9]([C:11](=[CH:16][C:17]1[CH:21]=[C:20]([CH3:22])[S:19][CH:18]=1)[CH2:12][C:13](O)=O)=[O:10])[CH3:7]. The catalyst is C(OC(=O)C)(=O)C.ClCCl. The product is [C:1]([O:4][C:13]1[C:18]2[S:19][C:20]([CH3:22])=[CH:21][C:17]=2[CH:16]=[C:11]([C:9]([O:8][CH2:6][CH3:7])=[O:10])[CH:12]=1)(=[O:3])[CH3:2]. The yield is 0.420. (2) The reactants are [O:1]=[C:2]1[C:11]2[C:10]([NH:12]C(=O)C)=[CH:9][CH:8]=[CH:7][C:6]=2[CH2:5][CH2:4][CH2:3]1.C([O-])([O-])=O.[Na+].[Na+].[OH-].[Na+]. The catalyst is Cl. The product is [NH2:12][C:10]1[CH:9]=[CH:8][CH:7]=[C:6]2[C:11]=1[C:2](=[O:1])[CH2:3][CH2:4][CH2:5]2. The yield is 0.560. (3) The reactants are [Cl:1][CH2:2][CH2:3][N:4]([P:8]([N:29]([CH2:33][CH2:34][Cl:35])[CH2:30][CH2:31][Cl:32])([O:10][CH2:11][CH2:12][S:13]([CH2:16][C@@H:17]([C:26]([OH:28])=[O:27])[NH:18]C(OC(C)(C)C)=O)(=[O:15])=[O:14])=[O:9])[CH2:5][CH2:6][Cl:7].Cl.C(OCC)C. The catalyst is C(OCC)(=O)C. The product is [Cl:32][CH2:31][CH2:30][N:29]([P:8]([N:4]([CH2:3][CH2:2][Cl:1])[CH2:5][CH2:6][Cl:7])([O:10][CH2:11][CH2:12][S:13]([CH2:16][C@@H:17]([C:26]([OH:28])=[O:27])[NH2:18])(=[O:14])=[O:15])=[O:9])[CH2:33][CH2:34][Cl:35]. The yield is 0.550. (4) The reactants are [Cl:1][C:2]1[CH:3]=[CH:4][C:5]2[N:6]([C:8]([C:18]3[CH:23]=[CH:22][N:21]=[C:20](F)[CH:19]=3)=[C:9]([C:11]3[CH:16]=[CH:15][CH:14]=[C:13]([CH3:17])[CH:12]=3)[N:10]=2)[N:7]=1.[CH:25]1([NH2:31])[CH2:30][CH2:29][CH2:28][CH2:27][CH2:26]1.C(=O)([O-])O.[Na+]. No catalyst specified. The product is [Cl:1][C:2]1[CH:3]=[CH:4][C:5]2[N:6]([C:8]([C:18]3[CH:23]=[CH:22][N:21]=[C:20]([NH:31][CH:25]4[CH2:30][CH2:29][CH2:28][CH2:27][CH2:26]4)[CH:19]=3)=[C:9]([C:11]3[CH:16]=[CH:15][CH:14]=[C:13]([CH3:17])[CH:12]=3)[N:10]=2)[N:7]=1. The yield is 0.400. (5) The catalyst is O1CCCC1. The product is [C:11]([C:7]1[C:6]2[C:10](=[C:2]([NH:1][S:28]([C:24]3[CH:25]=[CH:26][CH:27]=[C:22]([C:20]#[N:21])[CH:23]=3)(=[O:30])=[O:29])[CH:3]=[CH:4][C:5]=2[CH3:13])[NH:9][CH:8]=1)#[N:12]. The yield is 0.470. The reactants are [NH2:1][C:2]1[CH:3]=[CH:4][C:5]([CH3:13])=[C:6]2[C:10]=1[NH:9][CH:8]=[C:7]2[C:11]#[N:12].N1C=CC=CC=1.[C:20]([C:22]1[CH:23]=[C:24]([S:28](Cl)(=[O:30])=[O:29])[CH:25]=[CH:26][CH:27]=1)#[N:21]. (6) The catalyst is CN(C)C=O. The reactants are [CH:1]([C:4]1[CH:10]=[CH:9][CH:8]=[C:7]([CH:11]([CH3:13])[CH3:12])[C:5]=1[NH2:6])([CH3:3])[CH3:2].C1C(=O)N([Br:21])C(=O)C1.O. The yield is 0.990. The product is [Br:21][C:9]1[CH:10]=[C:4]([CH:1]([CH3:3])[CH3:2])[C:5]([NH2:6])=[C:7]([CH:11]([CH3:13])[CH3:12])[CH:8]=1. (7) The catalyst is O1CCCC1. The yield is 0.790. The reactants are [NH2:1][C:2]1[CH:3]=[CH:4][CH:5]=[C:6]2[C:11]=1[CH:10]=[C:9]([OH:12])[CH:8]=[CH:7]2.[C:13]([O:17][C:18](O[C:18]([O:17][C:13]([CH3:16])([CH3:15])[CH3:14])=[O:19])=[O:19])([CH3:16])([CH3:15])[CH3:14]. The product is [OH:12][C:9]1[CH:10]=[C:11]2[C:6]([CH:5]=[CH:4][CH:3]=[C:2]2[NH:1][C:18](=[O:19])[O:17][C:13]([CH3:16])([CH3:15])[CH3:14])=[CH:7][CH:8]=1.